Dataset: Catalyst prediction with 721,799 reactions and 888 catalyst types from USPTO. Task: Predict which catalyst facilitates the given reaction. (1) Reactant: C(OC([N:8]1[CH2:13][CH2:12][CH:11]([C:14]2[CH:19]=[CH:18][CH:17]=[C:16]([C:20]3[CH:25]=[C:24]([C:26]([F:29])([F:28])[F:27])[CH:23]=[C:22]([C:30]([F:33])([F:32])[F:31])[CH:21]=3)[N:15]=2)[CH2:10][CH2:9]1)=O)(C)(C)C.C(C(O)=O)(F)(F)F. Product: [F:29][C:26]([F:27])([F:28])[C:24]1[CH:25]=[C:20]([C:16]2[CH:17]=[CH:18][CH:19]=[C:14]([CH:11]3[CH2:12][CH2:13][NH:8][CH2:9][CH2:10]3)[N:15]=2)[CH:21]=[C:22]([C:30]([F:31])([F:32])[F:33])[CH:23]=1. The catalyst class is: 390. (2) Reactant: Cl.[CH3:2][O:3][C:4]([CH:6]1[CH2:10][CH2:9][CH:8](OCC=C)[NH:7]1)=[O:5].C(N(CC)CC)C.[C:22]([O:26][C:27]([NH:29][CH:30]([CH2:34][CH:35]=[CH2:36])[C:31]([OH:33])=O)=[O:28])([CH3:25])([CH3:24])[CH3:23].[CH:37]1(N=C=NC2CCCCC2)[CH2:42]CCC[CH2:38]1. Product: [CH3:2][O:3][C:4]([CH:6]1[CH2:10][CH2:9][CH:8]([CH2:42][CH:37]=[CH2:38])[N:7]1[C:31](=[O:33])[CH:30]([NH:29][C:27]([O:26][C:22]([CH3:23])([CH3:24])[CH3:25])=[O:28])[CH2:34][CH:35]=[CH2:36])=[O:5]. The catalyst class is: 172.